This data is from Reaction yield outcomes from USPTO patents with 853,638 reactions. The task is: Predict the reaction yield, written as a fraction of the theoretical maximum amount of product (1.0 means a 100% yield; for example, 0.34 means a 34% yield). The reactants are [N:1]1([C:6]2[CH:13]=[CH:12][C:9]([CH:10]=O)=[CH:8][CH:7]=2)[CH:5]=[N:4][CH:3]=[N:2]1.[C:14]([O-])([O-])=O.[K+].[K+]. The catalyst is O1CCOCC1.[Br-].C[P+](C1C=CC=CC=1)(C1C=CC=CC=1)C1C=CC=CC=1. The product is [CH:10]([C:9]1[CH:12]=[CH:13][C:6]([N:1]2[CH:5]=[N:4][CH:3]=[N:2]2)=[CH:7][CH:8]=1)=[CH2:14]. The yield is 0.630.